Task: Predict the reaction yield, written as a fraction of the theoretical maximum amount of product (1.0 means a 100% yield; for example, 0.34 means a 34% yield).. Dataset: Reaction yield outcomes from USPTO patents with 853,638 reactions The reactants are O[C:2]1([C:12]2[CH:17]=[CH:16][CH:15]=[CH:14][CH:13]=2)[C:10]2[C:5](=[CH:6][CH:7]=[CH:8][CH:9]=2)[NH:4][C:3]1=[O:11].[C:18]([C:22]1[CH:27]=[CH:26][C:25]([S:28]([NH:31][C:32]2[CH:37]=[CH:36][C:35]([CH3:38])=[C:34]([OH:39])[CH:33]=2)(=[O:30])=[O:29])=[CH:24][CH:23]=1)([CH3:21])([CH3:20])[CH3:19].C1(C)C=CC(S(O)(=O)=O)=CC=1. The catalyst is ClC(Cl)C. The product is [C:18]([C:22]1[CH:27]=[CH:26][C:25]([S:28]([NH:31][C:32]2[CH:33]=[C:34]([OH:39])[C:35]([CH3:38])=[CH:36][C:37]=2[C:2]2([C:12]3[CH:17]=[CH:16][CH:15]=[CH:14][CH:13]=3)[C:10]3[C:5](=[CH:6][CH:7]=[CH:8][CH:9]=3)[NH:4][C:3]2=[O:11])(=[O:30])=[O:29])=[CH:24][CH:23]=1)([CH3:21])([CH3:20])[CH3:19]. The yield is 0.880.